Dataset: NCI-60 drug combinations with 297,098 pairs across 59 cell lines. Task: Regression. Given two drug SMILES strings and cell line genomic features, predict the synergy score measuring deviation from expected non-interaction effect. (1) Drug 1: COC1=CC(=CC(=C1O)OC)C2C3C(COC3=O)C(C4=CC5=C(C=C24)OCO5)OC6C(C(C7C(O6)COC(O7)C8=CC=CS8)O)O. Drug 2: CC12CCC3C(C1CCC2OP(=O)(O)O)CCC4=C3C=CC(=C4)OC(=O)N(CCCl)CCCl.[Na+]. Cell line: HOP-62. Synergy scores: CSS=40.3, Synergy_ZIP=4.11, Synergy_Bliss=6.20, Synergy_Loewe=-40.9, Synergy_HSA=5.11. (2) Drug 1: C1=CC(=CC=C1CCCC(=O)O)N(CCCl)CCCl. Drug 2: N.N.Cl[Pt+2]Cl. Cell line: 786-0. Synergy scores: CSS=25.5, Synergy_ZIP=-10.2, Synergy_Bliss=-13.0, Synergy_Loewe=-10.9, Synergy_HSA=-12.9. (3) Drug 1: C1=CN(C(=O)N=C1N)C2C(C(C(O2)CO)O)O.Cl. Drug 2: CCC1(CC2CC(C3=C(CCN(C2)C1)C4=CC=CC=C4N3)(C5=C(C=C6C(=C5)C78CCN9C7C(C=CC9)(C(C(C8N6C=O)(C(=O)OC)O)OC(=O)C)CC)OC)C(=O)OC)O.OS(=O)(=O)O. Cell line: SF-268. Synergy scores: CSS=40.9, Synergy_ZIP=-4.93, Synergy_Bliss=2.11, Synergy_Loewe=-28.4, Synergy_HSA=1.83.